Dataset: Forward reaction prediction with 1.9M reactions from USPTO patents (1976-2016). Task: Predict the product of the given reaction. (1) The product is: [N+:1]([C:4]1[CH:16]=[CH:15][C:7]([O:8][CH:9]2[CH2:14][CH2:13][N:12]([CH:23]3[CH2:24][O:21][CH2:22]3)[CH2:11][CH2:10]2)=[C:6]([C:17]([F:20])([F:18])[F:19])[CH:5]=1)([O-:3])=[O:2]. Given the reactants [N+:1]([C:4]1[CH:16]=[CH:15][C:7]([O:8][CH:9]2[CH2:14][CH2:13][NH:12][CH2:11][CH2:10]2)=[C:6]([C:17]([F:20])([F:19])[F:18])[CH:5]=1)([O-:3])=[O:2].[O:21]1[CH2:24][C:23](=O)[CH2:22]1.C(O[BH-](OC(=O)C)OC(=O)C)(=O)C.[Na+].C([O-])(O)=O.[Na+], predict the reaction product. (2) Given the reactants [NH2:1][C:2]1[S:3][C:4]([C:10]2[C:15]([F:16])=[CH:14][C:13]([C:17]([OH:20])([CH3:19])[CH3:18])=[CH:12][C:11]=2[F:21])=[CH:5][C:6]=1[C:7]([NH2:9])=[O:8].Cl[C:23]1[N:28]=[C:27]2[C:29](=[O:33])[N:30]([CH3:32])[CH2:31][C:26]2=[CH:25][CH:24]=1, predict the reaction product. The product is: [F:16][C:15]1[CH:14]=[C:13]([C:17]([OH:20])([CH3:18])[CH3:19])[CH:12]=[C:11]([F:21])[C:10]=1[C:4]1[S:3][C:2]([NH:1][C:23]2[N:28]=[C:27]3[C:29](=[O:33])[N:30]([CH3:32])[CH2:31][C:26]3=[CH:25][CH:24]=2)=[C:6]([C:7]([NH2:9])=[O:8])[CH:5]=1.